Dataset: Peptide-MHC class II binding affinity with 134,281 pairs from IEDB. Task: Regression. Given a peptide amino acid sequence and an MHC pseudo amino acid sequence, predict their binding affinity value. This is MHC class II binding data. (1) The peptide sequence is EKSYFAATQFEPLAA. The MHC is HLA-DPA10201-DPB10501 with pseudo-sequence HLA-DPA10201-DPB10501. The binding affinity (normalized) is 0.761. (2) The peptide sequence is LHFSEALRIIAGTPE. The MHC is HLA-DPA10201-DPB10501 with pseudo-sequence HLA-DPA10201-DPB10501. The binding affinity (normalized) is 0.247. (3) The peptide sequence is LTHMMIWHSNLNDAT. The MHC is DRB5_0101 with pseudo-sequence DRB5_0101. The binding affinity (normalized) is 0.181. (4) The peptide sequence is QGQWRGAAGTAAQAA. The MHC is HLA-DQA10101-DQB10501 with pseudo-sequence HLA-DQA10101-DQB10501. The binding affinity (normalized) is 0. (5) The peptide sequence is PLYRYLGGSFSHVL. The MHC is HLA-DPA10201-DPB11401 with pseudo-sequence HLA-DPA10201-DPB11401. The binding affinity (normalized) is 0.361.